Dataset: Full USPTO retrosynthesis dataset with 1.9M reactions from patents (1976-2016). Task: Predict the reactants needed to synthesize the given product. (1) Given the product [CH3:1][O:2][C:3]1[CH:4]=[C:5]2[C:10](=[CH:11][CH:12]=1)[N:9]=[C:8]([C:13]([OH:18])=[O:15])[CH:7]=[CH:6]2, predict the reactants needed to synthesize it. The reactants are: [CH3:1][O:2][C:3]1[CH:4]=[C:5]2[C:10](=[CH:11][CH:12]=1)[N:9]=[C:8]([C:13]#N)[CH:7]=[CH:6]2.[OH-:15].[Na+].C[OH:18]. (2) Given the product [CH3:47][C:48]1[O:49][C:50]([CH:53]2[CH2:58][CH2:57][N:56]([C:44](=[O:46])/[CH:43]=[CH:42]/[C:33]3[CH:34]=[CH:35][C:36]([C:38]([F:39])([F:40])[F:41])=[CH:37][C:32]=3[CH2:31][N:29]3[N:28]=[N:27][C:26]([CH3:25])=[N:30]3)[CH2:55][CH2:54]2)=[N:51][N:52]=1, predict the reactants needed to synthesize it. The reactants are: C(P1(=O)OP(CCC)(=O)OP(CCC)(=O)O1)CC.C(OCC)(=O)C.[CH3:25][C:26]1[N:27]=[N:28][N:29]([CH2:31][C:32]2[CH:37]=[C:36]([C:38]([F:41])([F:40])[F:39])[CH:35]=[CH:34][C:33]=2/[CH:42]=[CH:43]/[C:44]([OH:46])=O)[N:30]=1.[CH3:47][C:48]1[O:49][C:50]([CH:53]2[CH2:58][CH2:57][NH:56][CH2:55][CH2:54]2)=[N:51][N:52]=1.C(=O)(O)[O-].[Na+]. (3) Given the product [CH3:1][N:2]1[CH2:14][CH2:13][C:5]2[N:6]([CH2:16][C:17]3[CH:22]=[N:21][C:20]([CH3:23])=[CH:19][CH:18]=3)[C:7]3[CH:8]=[CH:9][CH:10]=[CH:11][C:12]=3[C:4]=2[CH2:3]1, predict the reactants needed to synthesize it. The reactants are: [CH3:1][N:2]1[CH2:14][CH2:13][C:5]2[NH:6][C:7]3[CH:8]=[CH:9][CH:10]=[CH:11][C:12]=3[C:4]=2[CH2:3]1.Cl[CH2:16][C:17]1[CH:18]=[CH:19][C:20]([CH3:23])=[N:21][CH:22]=1.[H-].[Na+].